This data is from Reaction yield outcomes from USPTO patents with 853,638 reactions. The task is: Predict the reaction yield, written as a fraction of the theoretical maximum amount of product (1.0 means a 100% yield; for example, 0.34 means a 34% yield). (1) The reactants are [CH3:1][C@@H:2]1[CH2:7][CH2:6][NH:5][C@@H:4]([C:8]([OH:10])=[O:9])[CH2:3]1.[CH2:11]=O. The catalyst is CO.O.[Pd]. The product is [CH3:11][N:5]1[CH2:6][CH2:7][C@@H:2]([CH3:1])[CH2:3][C@@H:4]1[C:8]([OH:10])=[O:9]. The yield is 0.850. (2) The reactants are [F:1][C:2]1[CH:7]=[CH:6][C:5]([C:8]2[S:12][C:11]([CH2:13][OH:14])=[N:10][C:9]=2[C:15]([OH:17])=O)=[CH:4][CH:3]=1.[F:18][C:19]1[C:27]2[N:26]=[C:25]([CH2:28][CH:29]3[CH2:34][CH2:33][CH2:32][CH2:31][NH:30]3)[NH:24][C:23]=2[CH:22]=[CH:21][C:20]=1[F:35].CCN=C=NCCCN(C)C.Cl.ON1C2C=CC=CC=2N=N1. The catalyst is CN(C=O)C.C(OCC)C.CO.ClCCl. The product is [F:18][C:19]1[C:27]2[N:26]=[C:25]([CH2:28][CH:29]3[CH2:34][CH2:33][CH2:32][CH2:31][N:30]3[C:15]([C:9]3[N:10]=[C:11]([CH2:13][OH:14])[S:12][C:8]=3[C:5]3[CH:4]=[CH:3][C:2]([F:1])=[CH:7][CH:6]=3)=[O:17])[NH:24][C:23]=2[CH:22]=[CH:21][C:20]=1[F:35]. The yield is 0.330.